The task is: Predict the reactants needed to synthesize the given product.. This data is from Full USPTO retrosynthesis dataset with 1.9M reactions from patents (1976-2016). (1) Given the product [ClH:28].[CH:19]1[C:20]2[C:25](=[CH:24][CH:23]=[CH:22][CH:21]=2)[CH:26]=[CH:27][C:18]=1[C@:8]1([NH2:7])[C:13]2=[N:14][CH:15]=[CH:16][CH:17]=[C:12]2[O:11][CH2:10][CH2:9]1, predict the reactants needed to synthesize it. The reactants are: CC([S@@]([NH:7][C@@:8]1([C:18]2[CH:27]=[CH:26][C:25]3[C:20](=[CH:21][CH:22]=[CH:23][CH:24]=3)[CH:19]=2)[C:13]2=[N:14][CH:15]=[CH:16][CH:17]=[C:12]2[O:11][CH2:10][CH2:9]1)=O)(C)C.[ClH:28].O1CCOCC1. (2) Given the product [CH3:28][N:29]([CH2:7][C:3]1([NH:8][C:9]([C:11]2[C:12]3[CH2:13][C@H:14]4[CH2:27][C@H:15]4[C:16]=3[N:17]([C:19]3[CH:24]=[CH:23][C:22]([F:25])=[CH:21][C:20]=3[F:26])[N:18]=2)=[O:10])[CH2:2][CH2:6][CH2:5][CH2:4]1)[CH3:30], predict the reactants needed to synthesize it. The reactants are: O=[C:2]1[CH2:6][CH2:5][CH2:4][C:3]1([NH:8][C:9]([C:11]1[C:12]2[CH2:13][C@H:14]3[CH2:27][C@H:15]3[C:16]=2[N:17]([C:19]2[CH:24]=[CH:23][C:22]([F:25])=[CH:21][C:20]=2[F:26])[N:18]=1)=[O:10])[CH3:7].[CH3:28][NH:29][CH3:30].C(O)(=O)C.C(O[BH-](OC(=O)C)OC(=O)C)(=O)C.[Na+]. (3) Given the product [CH2:1]([C:5]1[NH:9][N:8]=[C:7]([CH2:10][NH:11][C:12]([O:14][C:15]([CH3:16])([CH3:18])[CH3:17])=[O:13])[N:6]=1)[CH2:2][CH3:3], predict the reactants needed to synthesize it. The reactants are: [CH2:1]([C:5]1[NH:9][N:8]=[C:7]([CH2:10][NH:11][C:12]([O:14][C:15]([CH3:18])([CH3:17])[CH3:16])=[O:13])[N:6]=1)[CH2:2][CH2:3]C.N=C(CC)C(OCC)=O. (4) Given the product [CH2:15]([C:5]1([CH2:12][CH2:13][CH3:14])[C:6]2[C:11](=[CH:10][CH:9]=[CH:8][CH:7]=2)[C:2]([OH:1])=[CH:3][C:4]1=[O:18])[CH2:16][CH3:17], predict the reactants needed to synthesize it. The reactants are: [OH:1][C:2]1[C:11]2[C:6](=[CH:7][CH:8]=[CH:9][CH:10]=2)[C:5]([CH2:15][CH2:16][CH3:17])([CH2:12][CH2:13][CH3:14])[C:4](=[O:18])[C:3]=1C(OCC)=O.C(C1(CCCC)C2C(=CC=CC=2)C(O)=C(C(OCC)=O)C1=O)CCC. (5) Given the product [C:1]([NH:4][CH:5]([CH:24]([C:25]1[CH:30]=[CH:29][CH:28]=[CH:27][CH:26]=1)[C:18]1[CH:23]=[CH:22][CH:21]=[CH:20][CH:19]=1)[C:6]([OH:8])=[O:7])(=[O:3])[CH3:2], predict the reactants needed to synthesize it. The reactants are: [C:1]([NH:4][CH:5](C(OCC)=O)[C:6]([O:8]CC)=[O:7])(=[O:3])[CH3:2].[H-].[Na+].[C:18]1([C:24](Cl)(Cl)[C:25]2[CH:30]=[CH:29][CH:28]=[CH:27][CH:26]=2)[CH:23]=[CH:22][CH:21]=[CH:20][CH:19]=1.[I-].[K+]. (6) Given the product [F:37][C:2]1([F:1])[O:6][C:5]2[CH:7]=[CH:8][C:9]([C:11]3([C:14]([NH:16][C:17]4[N:22]=[C:21]([C:23]5[CH:24]=[C:25]([C:29]6([C:32]([OH:34])=[O:33])[CH2:31][CH2:30]6)[CH:26]=[CH:27][CH:28]=5)[C:20]([CH3:36])=[CH:19][CH:18]=4)=[O:15])[CH2:12][CH2:13]3)=[CH:10][C:4]=2[O:3]1, predict the reactants needed to synthesize it. The reactants are: [F:1][C:2]1([F:37])[O:6][C:5]2[CH:7]=[CH:8][C:9]([C:11]3([C:14]([NH:16][C:17]4[N:22]=[C:21]([C:23]5[CH:24]=[C:25]([C:29]6([C:32]([O:34]C)=[O:33])[CH2:31][CH2:30]6)[CH:26]=[CH:27][CH:28]=5)[C:20]([CH3:36])=[CH:19][CH:18]=4)=[O:15])[CH2:13][CH2:12]3)=[CH:10][C:4]=2[O:3]1.O.O[Li].O.Cl. (7) Given the product [CH3:11][O:10][C:9]1[C:2]2[O:1][C:16]([C:17]([O:19][CH2:20][CH3:21])=[O:18])=[CH:4][C:3]=2[CH:6]=[C:7]([N+:12]([O-:14])=[O:13])[CH:8]=1, predict the reactants needed to synthesize it. The reactants are: [OH:1][C:2]1[C:9]([O:10][CH3:11])=[CH:8][C:7]([N+:12]([O-:14])=[O:13])=[CH:6][C:3]=1[CH:4]=O.Br[CH2:16][C:17]([O:19][CH2:20][CH3:21])=[O:18].C(=O)([O-])[O-].[K+].[K+].Cl. (8) Given the product [C:1]1([CH3:29])[CH:6]=[CH:5][CH:4]=[CH:3][C:2]=1[O:7][C:8]1[CH:13]=[CH:12][CH:11]=[CH:10][C:9]=1[C:14]([C@@H:16]1[CH2:21][CH2:20][CH2:19][N:18]([C:22]([O:24][C:25]([CH3:26])([CH3:28])[CH3:27])=[O:23])[CH2:17]1)([OH:15])[CH2:5][CH2:6][CH2:1][CH2:2][O:7][CH3:8], predict the reactants needed to synthesize it. The reactants are: [C:1]1([CH3:29])[CH:6]=[CH:5][CH:4]=[CH:3][C:2]=1[O:7][C:8]1[CH:13]=[CH:12][CH:11]=[CH:10][C:9]=1[C:14]([C@@H:16]1[CH2:21][CH2:20][CH2:19][N:18]([C:22]([O:24][C:25]([CH3:28])([CH3:27])[CH3:26])=[O:23])[CH2:17]1)=[O:15]. (9) Given the product [OH:41][CH:42]1[CH2:45][N:44]([C:28]([N:13]2[CH2:14][CH:15]([C:17]3[CH:18]=[CH:19][C:20]([CH2:23][C:24]([F:26])([F:25])[F:27])=[CH:21][CH:22]=3)[CH2:16][CH:11]([C:9]3[O:8][N:7]=[C:6]([O:5][CH2:4][CH2:3][O:2][CH3:1])[N:10]=3)[CH2:12]2)=[O:29])[CH2:43]1, predict the reactants needed to synthesize it. The reactants are: [CH3:1][O:2][CH2:3][CH2:4][O:5][C:6]1[N:10]=[C:9]([CH:11]2[CH2:16][CH:15]([C:17]3[CH:22]=[CH:21][C:20]([CH2:23][C:24]([F:27])([F:26])[F:25])=[CH:19][CH:18]=3)[CH2:14][N:13]([C:28](OC3C=CC([N+]([O-])=O)=CC=3)=[O:29])[CH2:12]2)[O:8][N:7]=1.Cl.[OH:41][CH:42]1[CH2:45][NH:44][CH2:43]1.C(=O)([O-])[O-].[K+].[K+]. (10) Given the product [C:1]([C@H:5]1[CH2:10][CH2:9][C@H:8]([O:11][C:12]2[CH:13]=[C:14]3[C:19](=[CH:20][CH:21]=2)[CH:18]=[C:17]([CH2:22][NH:24][CH:25]([CH3:32])[CH2:26][C:27]([O:29][CH2:30][CH3:31])=[O:28])[CH:16]=[CH:15]3)[CH2:7][CH2:6]1)([CH3:4])([CH3:3])[CH3:2], predict the reactants needed to synthesize it. The reactants are: [C:1]([C@H:5]1[CH2:10][CH2:9][C@H:8]([O:11][C:12]2[CH:13]=[C:14]3[C:19](=[CH:20][CH:21]=2)[CH:18]=[C:17]([CH:22]=O)[CH:16]=[CH:15]3)[CH2:7][CH2:6]1)([CH3:4])([CH3:3])[CH3:2].[NH2:24][CH:25]([CH3:32])[CH2:26][C:27]([O:29][CH2:30][CH3:31])=[O:28].C(O)(=O)C.[BH-](OC(C)=O)(OC(C)=O)OC(C)=O.[Na+].C([O-])(O)=O.[Na+].